The task is: Predict which catalyst facilitates the given reaction.. This data is from Catalyst prediction with 721,799 reactions and 888 catalyst types from USPTO. Reactant: [F:1][C:2]1[CH:17]=[CH:16][C:5]([CH2:6][C:7]2[CH:12]=[CH:11][CH:10]=[CH:9][C:8]=2[CH2:13][C:14]#N)=[CH:4][CH:3]=1.[OH2:18].S(=O)(=O)(O)[OH:20].Cl. Product: [F:1][C:2]1[CH:17]=[CH:16][C:5]([CH2:6][C:7]2[CH:12]=[CH:11][CH:10]=[CH:9][C:8]=2[CH2:13][C:14]([OH:20])=[O:18])=[CH:4][CH:3]=1. The catalyst class is: 676.